This data is from Forward reaction prediction with 1.9M reactions from USPTO patents (1976-2016). The task is: Predict the product of the given reaction. (1) The product is: [C:1]1([CH2:7][O:8][C:9]([N:11]2[CH2:12][CH:13]=[C:14]([C:17]3[CH:18]=[CH:19][C:20]([NH:23][C:24]([O:26][CH2:27][C:28]4[CH:33]=[CH:32][CH:31]=[CH:30][CH:29]=4)=[O:25])=[CH:21][CH:22]=3)[CH2:15][CH2:16]2)=[O:10])[CH:6]=[CH:5][CH:4]=[CH:3][CH:2]=1. Given the reactants [C:1]1([CH2:7][O:8][C:9]([N:11]2[CH2:16][CH2:15][C:14](O)([C:17]3[CH:22]=[CH:21][C:20]([NH:23][C:24]([O:26][CH2:27][C:28]4[CH:33]=[CH:32][CH:31]=[CH:30][CH:29]=4)=[O:25])=[CH:19][CH:18]=3)[CH2:13][CH2:12]2)=[O:10])[CH:6]=[CH:5][CH:4]=[CH:3][CH:2]=1.FC(F)(F)C(O)=O, predict the reaction product. (2) Given the reactants [C:1]([O:5][C:6]([N:8]1[CH2:15][CH:14]=[CH:13][CH2:12][N:11](S(C2C=CC=CC=2[N+]([O-])=O)(=O)=O)[C@H:10]([CH3:28])[CH2:9]1)=[O:7])([CH3:4])([CH3:3])[CH3:2].C(=O)([O-])[O-].[K+].[K+].C1(S)C=CC=CC=1, predict the reaction product. The product is: [C:1]([O:5][C:6]([N:8]1[CH2:15][CH:14]=[CH:13][CH2:12][NH:11][C@H:10]([CH3:28])[CH2:9]1)=[O:7])([CH3:4])([CH3:2])[CH3:3]. (3) Given the reactants [NH2:1][C:2]1[N:3]=[C:4]([Cl:20])[C:5]2[CH2:10][C:9](=[O:11])[N:8]([CH2:12][C:13]3[CH:18]=[N:17][C:16]([CH3:19])=[CH:15][N:14]=3)[C:6]=2[N:7]=1.[NH:21]1[CH:25]=[CH:24][CH:23]=[C:22]1[CH:26]=O.N1CCCCC1.CCO, predict the reaction product. The product is: [NH:21]1[CH:25]=[CH:24][CH:23]=[C:22]1/[CH:26]=[C:10]1\[C:9](=[O:11])[N:8]([CH2:12][C:13]2[CH:18]=[N:17][C:16]([CH3:19])=[CH:15][N:14]=2)[C:6]2[N:7]=[C:2]([NH2:1])[N:3]=[C:4]([Cl:20])[C:5]\1=2. (4) Given the reactants CN(C=O)C.Cl[C:7]1[CH:16]=[C:15]2[C:10]([C:11]([C@@H:17]3[CH2:22][CH2:21][N:20]([C:23]([O:25][C:26]([CH3:29])([CH3:28])[CH3:27])=[O:24])[CH2:19][C@H:18]3[C:30]([O:32][CH2:33][CH3:34])=[O:31])=[CH:12][CH:13]=[N:14]2)=[CH:9][CH:8]=1.C([O-])=O.[NH4+], predict the reaction product. The product is: [N:14]1[C:15]2[C:10](=[CH:9][CH:8]=[CH:7][CH:16]=2)[C:11]([C@@H:17]2[CH2:22][CH2:21][N:20]([C:23]([O:25][C:26]([CH3:27])([CH3:28])[CH3:29])=[O:24])[CH2:19][C@H:18]2[C:30]([O:32][CH2:33][CH3:34])=[O:31])=[CH:12][CH:13]=1. (5) Given the reactants [NH2:1][C:2]1[CH:11]=[CH:10][C:5]([C:6]([O:8][CH3:9])=[O:7])=[C:4]([Cl:12])[C:3]=1[C:13]#[C:14][Si:15]([CH3:18])([CH3:17])[CH3:16].N[C:20]1[C:29](CCC)=CC(C(OC)=O)=C(Cl)[C:21]=1I.NC1C=CC(C(OC)=O)=C(Cl)C=1I.NC1C(I)=CC(C(OC)=O)=C(Cl)C=1, predict the reaction product. The product is: [NH2:1][C:2]1[C:11]([CH2:21][CH2:20][CH3:29])=[CH:10][C:5]([C:6]([O:8][CH3:9])=[O:7])=[C:4]([Cl:12])[C:3]=1[C:13]#[C:14][Si:15]([CH3:16])([CH3:18])[CH3:17]. (6) Given the reactants [Si:1]([O:8][C@@H:9]([CH2:13][O:14][CH:15]([CH3:17])[CH3:16])[C:10]([OH:12])=O)([C:4]([CH3:7])([CH3:6])[CH3:5])([CH3:3])[CH3:2].[CH3:18][C:19]1[N:23]=[C:22]([NH2:24])[S:21][N:20]=1, predict the reaction product. The product is: [Si:1]([O:8][C@@H:9]([CH2:13][O:14][CH:15]([CH3:17])[CH3:16])[C:10]([NH:24][C:22]1[S:21][N:20]=[C:19]([CH3:18])[N:23]=1)=[O:12])([C:4]([CH3:5])([CH3:6])[CH3:7])([CH3:2])[CH3:3].